From a dataset of CYP2C19 inhibition data for predicting drug metabolism from PubChem BioAssay. Regression/Classification. Given a drug SMILES string, predict its absorption, distribution, metabolism, or excretion properties. Task type varies by dataset: regression for continuous measurements (e.g., permeability, clearance, half-life) or binary classification for categorical outcomes (e.g., BBB penetration, CYP inhibition). Dataset: cyp2c19_veith. (1) The drug is Cc1ccc(OC(=O)c2ccc(N3CCOCC3)c([N+](=O)[O-])c2)cc1. The result is 1 (inhibitor). (2) The molecule is O=C(O)CN(CCOCCOCCN(CC(=O)O)CC(=O)O)CC(=O)O. The result is 0 (non-inhibitor). (3) The result is 0 (non-inhibitor). The compound is CS(=O)(=O)O.Oc1ccc2c3c1O[C@H]1c4oc5ccccc5c4C[C@]4(O)[C@H](C2)N(CC2CC2)CC[C@@]314. (4) The compound is Cc1cccc(Nc2ccccc2C(=O)OCC(=O)NCc2ccco2)c1C. The result is 1 (inhibitor).